Predict which catalyst facilitates the given reaction. From a dataset of Catalyst prediction with 721,799 reactions and 888 catalyst types from USPTO. Reactant: [CH2:1]([O:3][C:4]1[CH:13]=[C:12]2[C:7]([C:8](=O)[NH:9][CH:10]=[N:11]2)=[CH:6][C:5]=1[O:15][CH3:16])[CH3:2].O=P(Cl)(Cl)[Cl:19]. Product: [Cl:19][C:8]1[C:7]2[C:12](=[CH:13][C:4]([O:3][CH2:1][CH3:2])=[C:5]([O:15][CH3:16])[CH:6]=2)[N:11]=[CH:10][N:9]=1. The catalyst class is: 11.